Dataset: Catalyst prediction with 721,799 reactions and 888 catalyst types from USPTO. Task: Predict which catalyst facilitates the given reaction. (1) Reactant: [O:1]1[C@@H:13]2[C@@:14]34[CH2:16][CH2:17][N:18]([CH3:19])[C@@H:8]([C@:9]3([O:38][CH3:39])[CH2:10][CH2:11][C@H:12]2[N:20](C(OC(C)(C)C)=O)[C:21]([NH:23]C(OC(C)(C)C)=O)=[NH:22])[CH2:7][C:6]2=[C:15]4[C:2]1=[C:3]([OH:40])[CH:4]=[CH:5]2.[ClH:41]. Product: [ClH:41].[ClH:41].[O:1]1[C@@H:13]2[C@@:14]34[CH2:16][CH2:17][N:18]([CH3:19])[C@@H:8]([C@:9]3([O:38][CH3:39])[CH2:10][CH2:11][C@H:12]2[NH:20][C:21]([NH2:23])=[NH:22])[CH2:7][C:6]2=[C:15]4[C:2]1=[C:3]([OH:40])[CH:4]=[CH:5]2. The catalyst class is: 316. (2) Reactant: [NH2:1][C:2]1[CH:7]=[CH:6][C:5]([F:8])=[CH:4][C:3]=1[CH2:9][OH:10].C[N+]1([O-])CCOCC1. Product: [NH2:1][C:2]1[CH:7]=[CH:6][C:5]([F:8])=[CH:4][C:3]=1[CH:9]=[O:10]. The catalyst class is: 678.